From a dataset of Reaction yield outcomes from USPTO patents with 853,638 reactions. Predict the reaction yield, written as a fraction of the theoretical maximum amount of product (1.0 means a 100% yield; for example, 0.34 means a 34% yield). (1) The yield is 0.655. The product is [Cl:18][C:19]1[CH:34]=[CH:33][C:22]([O:23][C:24]2[CH:29]=[CH:28][C:27]([CH2:30][CH2:31][NH:32][C:12]3[NH:13][CH:14]=[C:9]([CH2:8][C:5]4[CH:4]=[N:3][C:2]([CH3:1])=[N:7][CH:6]=4)[C:10](=[O:17])[N:11]=3)=[CH:26][CH:25]=2)=[CH:21][C:20]=1[C:35]([F:36])([F:37])[F:38]. The catalyst is C(O)C. The reactants are [CH3:1][C:2]1[N:7]=[CH:6][C:5]([CH2:8][C:9]2[C:10](=[O:17])[N:11]=[C:12](SC)[NH:13][CH:14]=2)=[CH:4][N:3]=1.[Cl:18][C:19]1[CH:34]=[CH:33][C:22]([O:23][C:24]2[CH:29]=[CH:28][C:27]([CH2:30][CH2:31][NH2:32])=[CH:26][CH:25]=2)=[CH:21][C:20]=1[C:35]([F:38])([F:37])[F:36]. (2) The reactants are [F:1][C:2]([F:17])([F:16])[O:3][C:4]1[CH:15]=[CH:14][C:7]([CH2:8][CH:9]([C:12]#[N:13])[C:10]#[N:11])=[CH:6][CH:5]=1.[H-].[Na+].Br[CH2:21][CH2:22][C:23]([F:27])=[C:24]([F:26])[F:25]. The catalyst is CN(C)C=O. The product is [F:27][C:23](=[C:24]([F:26])[F:25])[CH2:22][CH2:21][C:9]([CH2:8][C:7]1[CH:6]=[CH:5][C:4]([O:3][C:2]([F:16])([F:17])[F:1])=[CH:15][CH:14]=1)([C:12]#[N:13])[C:10]#[N:11]. The yield is 0.270. (3) The reactants are C([O:3][C:4]([C:6]1[CH:32]=[CH:31][C:9]([O:10][CH2:11][C:12]2[CH:17]=[CH:16][C:15]([CH:18]3[CH2:23][CH2:22][N:21]([C:24]([O:26][C:27]([CH3:30])([CH3:29])[CH3:28])=[O:25])[CH2:20][CH2:19]3)=[CH:14][N:13]=2)=[CH:8][C:7]=1[F:33])=[O:5])C.O.[OH-].[Li+].Cl. The catalyst is C(O)C.O. The product is [C:4]([C:6]1[CH:32]=[CH:31][C:9]([O:10][CH2:11][C:12]2[CH:17]=[CH:16][C:15]([CH:18]3[CH2:23][CH2:22][N:21]([C:24]([O:26][C:27]([CH3:28])([CH3:29])[CH3:30])=[O:25])[CH2:20][CH2:19]3)=[CH:14][N:13]=2)=[CH:8][C:7]=1[F:33])([OH:5])=[O:3]. The yield is 1.00. (4) The reactants are C(OC([NH:8][C@H:9]([C:11]([NH:13][CH:14]1[N:20]=[C:19]([C:21]2[CH:26]=[CH:25][CH:24]=[CH:23][CH:22]=2)[C:18]2[CH:27]=[CH:28][CH:29]=[CH:30][C:17]=2[N:16]([CH2:31][CH2:32][CH2:33][C:34]([F:37])([F:36])[F:35])[C:15]1=[O:38])=[O:12])[CH3:10])=O)(C)(C)C.C(O)(C(F)(F)F)=O.C(Cl)Cl. No catalyst specified. The product is [NH2:8][C@H:9]([C:11]([NH:13][CH:14]1[N:20]=[C:19]([C:21]2[CH:26]=[CH:25][CH:24]=[CH:23][CH:22]=2)[C:18]2[CH:27]=[CH:28][CH:29]=[CH:30][C:17]=2[N:16]([CH2:31][CH2:32][CH2:33][C:34]([F:37])([F:35])[F:36])[C:15]1=[O:38])=[O:12])[CH3:10]. The yield is 0.680. (5) The reactants are [OH-].[Na+].[CH3:3][C:4]1[N:5]([CH:17]([CH3:25])[C:18](=[O:24])[N:19]2[CH2:23][CH2:22][CH2:21][CH2:20]2)[C:6]2[C:11]([C:12]=1[C:13]([O:15]C)=[O:14])=[CH:10][CH:9]=[CH:8][CH:7]=2. The catalyst is O1CCCC1.C1(C)CCC(C(C)C)C(O)C1.O. The product is [CH3:3][C:4]1[N:5]([CH:17]([CH3:25])[C:18](=[O:24])[N:19]2[CH2:23][CH2:22][CH2:21][CH2:20]2)[C:6]2[C:11]([C:12]=1[C:13]([OH:15])=[O:14])=[CH:10][CH:9]=[CH:8][CH:7]=2. The yield is 0.920. (6) The reactants are [C:1]([NH:5][C:6]1[C:15]2[CH:14]=[CH:13][CH:12]=[C:11]([C:16]([OH:18])=O)[C:10]=2[CH:9]=[CH:8][N:7]=1)([CH3:4])([CH3:3])[CH3:2].[NH2:19][C:20]1[CH:21]=[C:22]([CH:36]=[CH:37][C:38]=1[CH3:39])[C:23]([NH:25][C:26]1[CH:31]=[CH:30][CH:29]=[C:28]([C:32]([F:35])([F:34])[F:33])[CH:27]=1)=[O:24]. No catalyst specified. The product is [C:1]([NH:5][C:6]1[C:15]2[CH:14]=[CH:13][CH:12]=[C:11]([C:16]([NH:19][C:20]3[CH:21]=[C:22]([C:23](=[O:24])[NH:25][C:26]4[CH:31]=[CH:30][CH:29]=[C:28]([C:32]([F:33])([F:34])[F:35])[CH:27]=4)[CH:36]=[CH:37][C:38]=3[CH3:39])=[O:18])[C:10]=2[CH:9]=[CH:8][N:7]=1)([CH3:2])([CH3:3])[CH3:4]. The yield is 1.00. (7) The reactants are [CH2:1]([NH:4][C@H:5]1[C:13]2[C:8](=[CH:9][CH:10]=[C:11]([O:14][C:15](=[O:20])[N:16]([CH2:18][CH3:19])[CH3:17])[CH:12]=2)[CH2:7][CH2:6]1)[C:2]#[CH:3].[C:21]([OH:30])(=[O:29])[C@@H:22]([C@H:24]([C:26]([OH:28])=[O:27])[OH:25])[OH:23]. The catalyst is C(O)C. The product is [CH3:19][CH2:18][N:16]([C:15]([O:14][C:11]1[CH:10]=[CH:9][C:8]2[CH2:7][CH2:6][C@@H:5]([NH:4][CH2:1][C:2]#[CH:3])[C:13]=2[CH:12]=1)=[O:20])[CH3:17].[CH3:19][CH2:18][N:16]([C:15]([O:14][C:11]1[CH:10]=[CH:9][C:8]2[CH2:7][CH2:6][C@@H:5]([NH:4][CH2:1][C:2]#[CH:3])[C:13]=2[CH:12]=1)=[O:20])[CH3:17].[CH:22]([OH:23])([C:21]([OH:30])=[O:29])[CH:24]([OH:25])[C:26]([OH:28])=[O:27]. The yield is 0.870.